Dataset: Full USPTO retrosynthesis dataset with 1.9M reactions from patents (1976-2016). Task: Predict the reactants needed to synthesize the given product. (1) The reactants are: BrC1C=CC2OCCN3C(CCl)=[C:13](I)[N:14]=C3C=2C=1.CC1NC2C=CC=CC=2N=1.C([O-])([O-])=[O:30].[Cs+].[Cs+].Br[C:36]1[CH:37]=[CH:38][C:39]2[O:45][CH2:44][CH2:43][N:42]3[C:46]([CH2:50][N:51]4[C:55]5[CH:56]=[CH:57][CH:58]=[CH:59][C:54]=5[N:53]=[C:52]4[CH3:60])=[C:47](I)[N:48]=[C:41]3[C:40]=2[CH:61]=1.C[Si](N[Si](C)(C)C)(C)C.[CH3:71][C:72]1[O:76][N:75]=[C:74]([C@:77]([OH:81])([C:79]#[CH:80])[CH3:78])[CH:73]=1. Given the product [OH:81][C@:77]([C:74]1[CH:73]=[C:72]([CH3:71])[O:76][N:75]=1)([CH3:78])[C:79]#[C:80][C:36]1[CH:37]=[CH:38][C:39]2[O:45][CH2:44][CH2:43][N:42]3[C:46]([CH2:50][N:51]4[C:55]5[CH:56]=[CH:57][CH:58]=[CH:59][C:54]=5[N:53]=[C:52]4[CH3:60])=[C:47]([C:13]([NH2:14])=[O:30])[N:48]=[C:41]3[C:40]=2[CH:61]=1, predict the reactants needed to synthesize it. (2) Given the product [F:1][C:2]1[CH:10]=[CH:9][CH:8]=[C:7]2[C:3]=1[C:4]([I:11])=[N:5][N:6]2[CH:15]1[CH2:14][CH2:13][CH2:12][CH2:17][O:16]1, predict the reactants needed to synthesize it. The reactants are: [F:1][C:2]1[CH:10]=[CH:9][CH:8]=[C:7]2[C:3]=1[C:4]([I:11])=[N:5][NH:6]2.[CH2:12]1[CH2:17][O:16][CH:15]=[CH:14][CH2:13]1.CC1C=CC(S(O)(=O)=O)=CC=1.O. (3) The reactants are: C([Li])CCC.Br[C:7]1[C:11]([C:12]#[N:13])=[C:10]([CH3:14])[N:9]([C:15]([O:17][C:18]([CH3:21])([CH3:20])[CH3:19])=[O:16])[C:8]=1[CH3:22].[B:23](OC)([O:26]C)[O:24]C.[Cl-].[Na+]. Given the product [C:18]([O:17][C:15]([N:9]1[C:10]([CH3:14])=[C:11]([C:12]#[N:13])[C:7]([B:23]([OH:26])[OH:24])=[C:8]1[CH3:22])=[O:16])([CH3:21])([CH3:20])[CH3:19], predict the reactants needed to synthesize it. (4) Given the product [CH2:1]([O:3][C:4]([C:6]1[N:7]=[C:8]([Br:23])[N:9]([CH:20]([CH3:22])[CH3:21])[C:10]=1[CH:11]([C:13]1[CH:18]=[CH:17][C:16]([Cl:19])=[CH:15][CH:14]=1)[NH:29][C:28]1[CH:30]=[CH:31][C:25]([F:24])=[C:26]([CH3:32])[CH:27]=1)=[O:5])[CH3:2], predict the reactants needed to synthesize it. The reactants are: [CH2:1]([O:3][C:4]([C:6]1[N:7]=[C:8]([Br:23])[N:9]([CH:20]([CH3:22])[CH3:21])[C:10]=1[CH:11]([C:13]1[CH:18]=[CH:17][C:16]([Cl:19])=[CH:15][CH:14]=1)O)=[O:5])[CH3:2].[F:24][C:25]1[CH:31]=[CH:30][C:28]([NH2:29])=[CH:27][C:26]=1[CH3:32]. (5) Given the product [I:15][C:16]1[CH:21]=[CH:20][C:19]([CH2:22][O:1][C:2]2[N:6]([C:7]3[CH:12]=[C:11]([C:13]#[N:14])[CH:10]=[CH:9][N:8]=3)[N:5]=[CH:4][CH:3]=2)=[C:18]([O:24][CH3:25])[CH:17]=1, predict the reactants needed to synthesize it. The reactants are: [OH:1][C:2]1[N:6]([C:7]2[CH:12]=[C:11]([C:13]#[N:14])[CH:10]=[CH:9][N:8]=2)[N:5]=[CH:4][CH:3]=1.[I:15][C:16]1[CH:21]=[CH:20][C:19]([CH2:22]O)=[C:18]([O:24][CH3:25])[CH:17]=1.